From a dataset of Forward reaction prediction with 1.9M reactions from USPTO patents (1976-2016). Predict the product of the given reaction. (1) Given the reactants [CH2:1]([O:3][C:4](=[O:13])[CH2:5][CH:6]([CH:11]=O)[C:7]([F:10])([F:9])[F:8])[CH3:2].[F:14][C:15]([F:29])([F:28])[C:16]1[CH:17]=[C:18]([C@H:22]2[O:27][CH2:26][CH2:25][NH:24][CH2:23]2)[CH:19]=[CH:20][CH:21]=1.FC(F)(F)C1C=C([C@@H]2CO2)C=CC=1.C(O)(=O)C.C(O[BH-](OC(=O)C)OC(=O)C)(=O)C.[Na+], predict the reaction product. The product is: [CH2:1]([O:3][C:4](=[O:13])[CH2:5][CH:6]([CH2:11][N:24]1[CH2:25][CH2:26][O:27][C@H:22]([C:18]2[CH:19]=[CH:20][CH:21]=[C:16]([C:15]([F:28])([F:29])[F:14])[CH:17]=2)[CH2:23]1)[C:7]([F:10])([F:9])[F:8])[CH3:2]. (2) Given the reactants [CH2:1]([O:8][CH2:9][CH2:10][CH2:11][C:12]1[N:13]=[C:14]([C:19]2[CH:24]=[CH:23][C:22]([C:25]([F:28])([F:27])[F:26])=[CH:21][CH:20]=2)[S:15][C:16]=1[CH2:17][OH:18])[C:2]1[CH:7]=[CH:6][CH:5]=[CH:4][CH:3]=1.[H-].[Na+].F[C:32]1[CH:39]=[CH:38][C:35]([C:36]#[N:37])=[C:34]([O:40][CH3:41])[CH:33]=1.CCCCCCC.C(OC(C)C)(C)C, predict the reaction product. The product is: [CH2:1]([O:8][CH2:9][CH2:10][CH2:11][C:12]1[N:13]=[C:14]([C:19]2[CH:20]=[CH:21][C:22]([C:25]([F:27])([F:26])[F:28])=[CH:23][CH:24]=2)[S:15][C:16]=1[CH2:17][O:18][C:32]1[CH:39]=[CH:38][C:35]([C:36]#[N:37])=[C:34]([O:40][CH3:41])[CH:33]=1)[C:2]1[CH:3]=[CH:4][CH:5]=[CH:6][CH:7]=1. (3) Given the reactants [N:1]1([CH2:6][CH2:7][CH2:8][NH2:9])[CH:5]=[CH:4][N:3]=[CH:2]1.[OH:10][C:11]1[CH:18]=[CH:17][C:16]([CH3:19])=[CH:15][C:12]=1[CH:13]=O.C[Si]([N:24]=[N+:25]=[N-:26])(C)C.[N+:27]([CH2:29][C:30]([CH3:33])([CH3:32])[CH3:31])#[C-:28], predict the reaction product. The product is: [CH3:31][C:30]([CH3:33])([CH3:32])[CH2:29][N:27]1[C:28]([CH:13]([NH:9][CH2:8][CH2:7][CH2:6][N:1]2[CH:5]=[CH:4][N:3]=[CH:2]2)[C:12]2[CH:15]=[C:16]([CH3:19])[CH:17]=[CH:18][C:11]=2[OH:10])=[N:26][N:25]=[N:24]1. (4) Given the reactants [Br:1][C:2]1[CH:3]=[C:4]2[C:12](=[CH:13][CH:14]=1)[NH:11][C:10]1[C:9](=O)[CH2:8][CH2:7][CH2:6][C:5]2=1.[CH3:16][O:17][C:18]1[CH:23]=[CH:22][C:21]([NH2:24])=[CH:20][CH:19]=1, predict the reaction product. The product is: [Br:1][C:2]1[CH:3]=[C:4]2[C:12](=[CH:13][CH:14]=1)[NH:11][C:10]1[CH:9]([NH:24][C:21]3[CH:22]=[CH:23][C:18]([O:17][CH3:16])=[CH:19][CH:20]=3)[CH2:8][CH2:7][CH2:6][C:5]2=1. (5) Given the reactants [CH3:1][O:2][C:3]1[CH:22]=[CH:21][C:6]([CH2:7][CH:8]2[C:12]3=[N:13][C:14]4[CH:19]=[CH:18][CH:17]=[CH:16][C:15]=4[N:11]3[C:10](=[O:20])[NH:9]2)=[CH:5][CH:4]=1.[CH:23]1([NH2:28])[CH2:27][CH2:26][CH2:25][CH2:24]1.C(O)(C(F)(F)F)=O, predict the reaction product. The product is: [NH:13]1[C:14]2[CH:19]=[CH:18][CH:17]=[CH:16][C:15]=2[N:11]=[C:12]1[CH:8]([NH:9][C:10]([NH:28][CH:23]1[CH2:27][CH2:26][CH2:25][CH2:24]1)=[O:20])[CH2:7][C:6]1[CH:5]=[CH:4][C:3]([O:2][CH3:1])=[CH:22][CH:21]=1. (6) Given the reactants [NH:1]([C:8]1[N:9]=[CH:10][C:11]2[CH2:17][N:16](C(OC(C)(C)C)=O)[CH2:15][CH2:14][C:12]=2[N:13]=1)[C:2]1[CH:7]=[CH:6][CH:5]=[CH:4][CH:3]=1.Cl, predict the reaction product. The product is: [C:2]1([NH:1][C:8]2[N:9]=[CH:10][C:11]3[CH2:17][NH:16][CH2:15][CH2:14][C:12]=3[N:13]=2)[CH:3]=[CH:4][CH:5]=[CH:6][CH:7]=1.